From a dataset of Catalyst prediction with 721,799 reactions and 888 catalyst types from USPTO. Predict which catalyst facilitates the given reaction. (1) Reactant: N.[C:2]([O:6][C:7]([C:9]1([C:14]([OH:16])=O)[CH2:13][CH2:12][CH2:11][CH2:10]1)=[O:8])([CH3:5])([CH3:4])[CH3:3].C[N:18](C(ON1N=NC2C=CC=CC1=2)=[N+](C)C)C.[B-](F)(F)(F)F. Product: [C:2]([O:6][C:7]([C:9]1([C:14]([NH2:18])=[O:16])[CH2:13][CH2:12][CH2:11][CH2:10]1)=[O:8])([CH3:5])([CH3:4])[CH3:3]. The catalyst class is: 16. (2) Reactant: Cl[C:2]1[N:3]=[C:4]([N:15]([CH2:26][CH:27]2[CH2:29][CH2:28]2)[CH2:16][C:17]2[CH:22]=[CH:21][C:20]([O:23][CH2:24][CH3:25])=[CH:19][CH:18]=2)[C:5]2[CH2:10][N:9]([CH:11]([CH3:13])[CH3:12])[C:8](=[O:14])[C:6]=2[N:7]=1.[N:30]1([C:36](=[O:38])[CH3:37])[CH2:35][CH2:34][NH:33][CH2:32][CH2:31]1.CCN(C(C)C)C(C)C. Product: [C:36]([N:30]1[CH2:35][CH2:34][N:33]([C:2]2[N:3]=[C:4]([N:15]([CH2:26][CH:27]3[CH2:29][CH2:28]3)[CH2:16][C:17]3[CH:18]=[CH:19][C:20]([O:23][CH2:24][CH3:25])=[CH:21][CH:22]=3)[C:5]3[CH2:10][N:9]([CH:11]([CH3:12])[CH3:13])[C:8](=[O:14])[C:6]=3[N:7]=2)[CH2:32][CH2:31]1)(=[O:38])[CH3:37]. The catalyst class is: 51.